From a dataset of Full USPTO retrosynthesis dataset with 1.9M reactions from patents (1976-2016). Predict the reactants needed to synthesize the given product. (1) Given the product [CH2:46]([O:45][C:43](=[O:44])[C@@H:42]([N:41]=[P:39]([O:38][C:29]1[C:30]2[C:35](=[CH:34][CH:33]=[CH:32][CH:31]=2)[CH:36]=[CH:37][C:28]=1[O:16][CH2:15][C@:10]1([N:17]=[N+:18]=[N-:19])[C@@H:11]([F:14])[C@@H:12]([OH:13])[C@H:8]([N:5]2[CH:6]=[CH:7][C:2]([NH2:1])=[N:3][C:4]2=[O:20])[O:9]1)=[O:40])[CH3:53])[C:47]1[CH:52]=[CH:51][CH:50]=[CH:49][CH:48]=1, predict the reactants needed to synthesize it. The reactants are: [NH2:1][C:2]1[CH:7]=[CH:6][N:5]([C@H:8]2[C@H:12]([OH:13])[C@H:11]([F:14])[C@@:10]([N:17]=[N+:18]=[N-:19])([CH2:15][OH:16])[O:9]2)[C:4](=[O:20])[N:3]=1.C([Mg]Cl)(C)(C)C.Cl[C:28]1[CH:37]=[CH:36][C:35]2[C:30](=[CH:31][CH:32]=[CH:33][CH:34]=2)[C:29]=1[O:38][P:39](=[N:41][C@@H:42]([CH3:53])[C:43]([O:45][CH2:46][C:47]1[CH:52]=[CH:51][CH:50]=[CH:49][CH:48]=1)=[O:44])=[O:40].CO. (2) Given the product [OH:8][CH2:9][CH2:10][CH2:11][NH:12][C:13]1[CH:22]=[C:21]2[C:16]([CH:17]=[C:18]([C:24]3[CH:29]=[CH:28][CH:27]=[CH:26][C:25]=3[C:30]([F:33])([F:31])[F:32])[NH:19][C:20]2=[O:23])=[CH:15][CH:14]=1, predict the reactants needed to synthesize it. The reactants are: [Si]([O:8][CH2:9][CH2:10][CH2:11][NH:12][C:13]1[CH:22]=[C:21]2[C:16]([CH:17]=[C:18]([C:24]3[CH:29]=[CH:28][CH:27]=[CH:26][C:25]=3[C:30]([F:33])([F:32])[F:31])[NH:19][C:20]2=[O:23])=[CH:15][CH:14]=1)(C(C)(C)C)(C)C.C(Cl)Cl. (3) Given the product [C:14]([C:13]1[C:8]2[N:9]([CH:22]=[C:6]([C:4]([OH:5])=[O:3])[N:7]=2)[CH:10]=[C:11]([C:16]2[CH:17]=[CH:18][CH:19]=[CH:20][CH:21]=2)[CH:12]=1)#[N:15], predict the reactants needed to synthesize it. The reactants are: C([O:3][C:4]([C:6]1[N:7]=[C:8]2[C:13]([C:14]#[N:15])=[CH:12][C:11]([C:16]3[CH:21]=[CH:20][CH:19]=[CH:18][CH:17]=3)=[CH:10][N:9]2[CH:22]=1)=[O:5])C.[OH-].[Na+]. (4) Given the product [Br:1][C:2]1[CH:11]=[CH:10][CH:9]=[C:8]2[C:3]=1[CH:4]=[CH:5][C:6]([S:12]([Cl:18])(=[O:15])=[O:13])=[CH:7]2, predict the reactants needed to synthesize it. The reactants are: [Br:1][C:2]1[CH:11]=[CH:10][CH:9]=[C:8]2[C:3]=1[CH:4]=[CH:5][C:6]([S:12]([OH:15])(=O)=[O:13])=[CH:7]2.O=S(Cl)[Cl:18]. (5) Given the product [NH2:45][C:33]1[C:29]2[N:30]=[CH:31][CH:32]=[C:27]([C:26]([NH:25][C:3]3[C:4]([F:24])=[CH:5][CH:6]=[C:7]([N:8]([CH2:15][C:16]4[CH:17]=[CH:18][C:19]([O:22][CH3:23])=[CH:20][CH:21]=4)[S:9]([CH2:12][CH2:13][CH3:14])(=[O:10])=[O:11])[C:2]=3[Cl:1])=[O:36])[C:28]=2[N:42]=[CH:41][N:34]=1, predict the reactants needed to synthesize it. The reactants are: [Cl:1][C:2]1[C:7]([N:8]([CH2:15][C:16]2[CH:21]=[CH:20][C:19]([O:22][CH3:23])=[CH:18][CH:17]=2)[S:9]([CH2:12][CH2:13][CH3:14])(=[O:11])=[O:10])=[CH:6][CH:5]=[C:4]([F:24])[C:3]=1[NH:25][C:26](=[O:36])[C:27]1[CH:32]=[CH:31][N:30]=[C:29]([C:33]#[N:34])[C:28]=1F.C(O)(=O)C.[CH:41](N)=[NH:42].C[N:45](C)C(=O)C. (6) Given the product [N:31]1([CH2:2][C:3]2[S:7][C:6]3[CH:8]=[C:9]([O:12][C:13]4[S:14][C:15]5[CH:21]=[CH:20][CH:19]=[CH:18][C:16]=5[N:17]=4)[CH:10]=[CH:11][C:5]=3[CH:4]=2)[CH2:36][CH2:35][CH2:34][CH2:33][CH2:32]1, predict the reactants needed to synthesize it. The reactants are: Cl[CH2:2][C:3]1[S:7][C:6]2[CH:8]=[C:9]([O:12][C:13]3[S:14][C:15]4[CH:21]=[CH:20][CH:19]=[CH:18][C:16]=4[N:17]=3)[CH:10]=[CH:11][C:5]=2[CH:4]=1.CCN(C(C)C)C(C)C.[NH:31]1[CH2:36][CH2:35][CH2:34][CH2:33][CH2:32]1. (7) Given the product [Br:3][C:4]1[CH:9]=[CH:8][N:7]([CH2:10][CH:11]([CH3:14])[CH2:12][O:13][CH3:16])[C:6](=[O:15])[CH:5]=1, predict the reactants needed to synthesize it. The reactants are: [H-].[Na+].[Br:3][C:4]1[CH:9]=[CH:8][N:7]([CH2:10][CH:11]([CH3:14])[CH2:12][OH:13])[C:6](=[O:15])[CH:5]=1.[CH3:16]I. (8) Given the product [C:1]([O:4][C:5]1[CH:13]=[CH:12][CH:11]=[CH:10][C:6]=1[C:7](=[O:9])[NH:34][C:30]1[S:29][CH:33]=[CH:32][N:31]=1)(=[O:3])[CH3:2], predict the reactants needed to synthesize it. The reactants are: [C:1]([O:4][C:5]1[CH:13]=[CH:12][CH:11]=[CH:10][C:6]=1[C:7]([OH:9])=O)(=[O:3])[CH3:2].N1C=CC=CC=1.S(Cl)(Cl)=O.C(=O)(O)[O-].[Na+].[S:29]1[CH:33]=[CH:32][N:31]=[C:30]1[NH2:34].